From a dataset of Forward reaction prediction with 1.9M reactions from USPTO patents (1976-2016). Predict the product of the given reaction. Given the reactants [CH3:1][C:2](=[CH2:30])[C:3]([N:5]1[C@@:9]2([CH2:13][CH2:12][N:11]([C@@H:14]([C:19]([O:21]CC3C=CC=CC=3)=[O:20])[CH2:15][CH:16]([CH3:18])[CH3:17])[C:10]2=[O:29])[CH2:8][CH2:7][CH2:6]1)=[O:4].O, predict the reaction product. The product is: [CH3:30][C:2](=[CH2:1])[C:3]([N:5]1[C@@:9]2([CH2:13][CH2:12][N:11]([C@@H:14]([C:19]([OH:21])=[O:20])[CH2:15][CH:16]([CH3:18])[CH3:17])[C:10]2=[O:29])[CH2:8][CH2:7][CH2:6]1)=[O:4].